Predict the product of the given reaction. From a dataset of Forward reaction prediction with 1.9M reactions from USPTO patents (1976-2016). (1) Given the reactants [C:1](Cl)(=[O:5])[C:2](Cl)=O.C[N:8]([CH3:11])C=O.[NH2:12][C:13]1[CH:18]=[CH:17][CH:16]=[CH:15][CH:14]=1.Cl, predict the reaction product. The product is: [C:13]1([NH:12][C:1](=[O:5])[CH2:2][C:13]2[CH:18]=[CH:17][CH:16]=[CH:15][C:14]=2[C:11]#[N:8])[CH:18]=[CH:17][CH:16]=[CH:15][CH:14]=1. (2) Given the reactants N1[CH:5]=[CH:4][CH:3]=N1.C(O[C:9]([C:11]1[C:15]([CH3:16])=[C:14]([NH2:17])[N:13]([C:18]2[CH:23]=[CH:22][CH:21]=[CH:20][N:19]=2)[N:12]=1)=[O:10])C.C(OC(=O)[C:28](=[O:33])[CH:29]([C:31]#N)[CH3:30])C.[ClH:35].Cl.N(C1C=CC=CN=1)N.NC1N(C(OC(C)(C)C)=O)N=C(C(OC)=O)C=1.[N:62]1([C:71]2[CH:76]=[CH:75][N:74]=[CH:73][CH:72]=2)[CH2:67][CH2:66][CH:65]([CH2:68][CH2:69][NH2:70])[CH2:64][CH2:63]1, predict the reaction product. The product is: [N:62]1([C:71]2[CH:76]=[CH:75][N:74]=[CH:73][CH:72]=2)[CH2:67][CH2:66][CH:65]([CH2:68][CH2:69][NH:70][C:9]([C:11]2[C:15]([CH3:16])=[C:14]([NH:17][C:28](=[O:33])[C:29]3[CH:31]=[CH:5][CH:4]=[CH:3][C:30]=3[Cl:35])[N:13]([C:18]3[CH:23]=[CH:22][CH:21]=[CH:20][N:19]=3)[N:12]=2)=[O:10])[CH2:64][CH2:63]1. (3) Given the reactants [CH3:1][O:2][P:3]([C:7]1[CH:8]=[C:9]2[C:13](=[CH:14][CH:15]=1)[NH:12][N:11]=[C:10]2/[CH:16]=[CH:17]/[C:18]1[CH:23]=[CH:22][CH:21]=[CH:20][CH:19]=1)(=[O:6])[O:4]C.Cl, predict the reaction product. The product is: [CH3:1][O:2][P:3]([C:7]1[CH:8]=[C:9]2[C:13](=[CH:14][CH:15]=1)[NH:12][N:11]=[C:10]2/[CH:16]=[CH:17]/[C:18]1[CH:23]=[CH:22][CH:21]=[CH:20][CH:19]=1)(=[O:4])[OH:6].